From a dataset of Peptide-MHC class II binding affinity with 134,281 pairs from IEDB. Regression. Given a peptide amino acid sequence and an MHC pseudo amino acid sequence, predict their binding affinity value. This is MHC class II binding data. (1) The peptide sequence is GEIYKRWIILGLNKIVRMY. The MHC is HLA-DPA10201-DPB10501 with pseudo-sequence HLA-DPA10201-DPB10501. The binding affinity (normalized) is 0.681. (2) The peptide sequence is KIIGGIGGFVKVRQYDQIPI. The MHC is DRB1_1302 with pseudo-sequence DRB1_1302. The binding affinity (normalized) is 0.344. (3) The binding affinity (normalized) is 0.0971. The MHC is HLA-DPA10301-DPB10402 with pseudo-sequence HLA-DPA10301-DPB10402. The peptide sequence is YPFIEQEGPEFFDQE. (4) The peptide sequence is LIDTKCYKLEHPV. The MHC is DRB1_0701 with pseudo-sequence DRB1_0701. The binding affinity (normalized) is 0. (5) The peptide sequence is QNRTWENHCKYAGPF. The MHC is DRB1_0101 with pseudo-sequence DRB1_0101. The binding affinity (normalized) is 0.251. (6) The peptide sequence is IEDVQTDIPSEPWNT. The MHC is DRB1_0301 with pseudo-sequence DRB1_0301. The binding affinity (normalized) is 0.476.